Dataset: Forward reaction prediction with 1.9M reactions from USPTO patents (1976-2016). Task: Predict the product of the given reaction. (1) Given the reactants [Cl:1][C:2]1[CH:3]=[C:4]([CH:18]=[CH:19][C:20]=1[Cl:21])[O:5][CH:6]1[CH2:11][CH2:10][N:9]([CH:12]2[CH2:17][CH2:16][NH:15][CH2:14][CH2:13]2)[CH2:8][CH2:7]1.[O-:22][C:23]#[N:24].[Na+].[OH-].[Na+], predict the reaction product. The product is: [Cl:1][C:2]1[CH:3]=[C:4]([CH:18]=[CH:19][C:20]=1[Cl:21])[O:5][CH:6]1[CH2:7][CH2:8][N:9]([CH:12]2[CH2:13][CH2:14][N:15]([C:23]([NH2:24])=[O:22])[CH2:16][CH2:17]2)[CH2:10][CH2:11]1. (2) Given the reactants [H-].[Al+3].[Li+].[H-].[H-].[H-].[O:7]1[C:11]2([CH2:16][CH2:15][CH:14]([C:17](OCC)=[O:18])[CH2:13][CH2:12]2)[O:10][CH2:9][CH2:8]1, predict the reaction product. The product is: [O:7]1[C:11]2([CH2:16][CH2:15][CH:14]([CH2:17][OH:18])[CH2:13][CH2:12]2)[O:10][CH2:9][CH2:8]1. (3) Given the reactants [Br:1][CH:2]([CH3:6])[C:3](Br)=[O:4].[NH2:7][C:8]1[C:9]([Cl:15])=[N:10][C:11]([Cl:14])=[CH:12][CH:13]=1.O, predict the reaction product. The product is: [Br:1][CH:2]([CH3:6])[C:3]([NH:7][C:8]1[C:9]([Cl:15])=[N:10][C:11]([Cl:14])=[CH:12][CH:13]=1)=[O:4].